This data is from Full USPTO retrosynthesis dataset with 1.9M reactions from patents (1976-2016). The task is: Predict the reactants needed to synthesize the given product. Given the product [CH2:9]([O:11][C:12](=[O:21])[C:13]1[CH:18]=[CH:17][C:16]([O:19][C:3]2[S:7][C:6]([NH2:8])=[N:5][CH:4]=2)=[C:15]([F:20])[CH:14]=1)[CH3:10], predict the reactants needed to synthesize it. The reactants are: Br.Br[C:3]1[S:7][C:6]([NH2:8])=[N:5][CH:4]=1.[CH2:9]([O:11][C:12](=[O:21])[C:13]1[CH:18]=[CH:17][C:16]([OH:19])=[C:15]([F:20])[CH:14]=1)[CH3:10].C(=O)([O-])[O-].[Cs+].[Cs+].